From a dataset of Catalyst prediction with 721,799 reactions and 888 catalyst types from USPTO. Predict which catalyst facilitates the given reaction. (1) Reactant: [N+:1]([C:4]1[CH:5]=[CH:6][C:7]([O:10][CH2:11][C:12]([F:15])([F:14])[F:13])=[N:8][CH:9]=1)([O-])=O.[H][H]. Product: [F:15][C:12]([F:13])([F:14])[CH2:11][O:10][C:7]1[N:8]=[CH:9][C:4]([NH2:1])=[CH:5][CH:6]=1. The catalyst class is: 19. (2) Reactant: C[O:2][C:3]1[CH:8]=[CH:7][C:6](/[C:9](/[CH3:23])=[CH:10]/[C:11]([NH:13][CH2:14][CH2:15][CH2:16][CH2:17][CH2:18][CH2:19][CH2:20][CH2:21][CH3:22])=[O:12])=[CH:5][CH:4]=1.B(Br)(Br)Br.CO.O. The catalyst class is: 4. Product: [OH:2][C:3]1[CH:4]=[CH:5][C:6](/[C:9](/[CH3:23])=[CH:10]/[C:11]([NH:13][CH2:14][CH2:15][CH2:16][CH2:17][CH2:18][CH2:19][CH2:20][CH2:21][CH3:22])=[O:12])=[CH:7][CH:8]=1. (3) Reactant: FC(F)(F)C(O)=O.[F:8][C:9]1[CH:10]=[C:11]([NH:15][C:16](=[O:31])[CH2:17][N:18]2[CH:22]=[C:21]([NH:23]C(=O)OC(C)(C)C)[N:20]=[N:19]2)[CH:12]=[CH:13][CH:14]=1. Product: [NH2:23][C:21]1[N:20]=[N:19][N:18]([CH2:17][C:16]([NH:15][C:11]2[CH:12]=[CH:13][CH:14]=[C:9]([F:8])[CH:10]=2)=[O:31])[CH:22]=1. The catalyst class is: 4. (4) Reactant: Cl[CH2:2][CH2:3][C:4]1[CH:5]=[CH:6][C:7]2[O:12][CH2:11][C:10](=[O:13])[NH:9][C:8]=2[C:14]=1[F:15].[I-].[Na+].C(=O)([O-])[O-].[Na+].[Na+].[CH3:24][C:25]1[CH:34]=[CH:33][C:32]2[C:27](=[CH:28][CH:29]=[CH:30][C:31]=2[N:35]2[CH2:40][CH2:39][NH:38][CH2:37][CH2:36]2)[N:26]=1. Product: [F:15][C:14]1[C:8]2[NH:9][C:10](=[O:13])[CH2:11][O:12][C:7]=2[CH:6]=[CH:5][C:4]=1[CH2:3][CH2:2][N:38]1[CH2:39][CH2:40][N:35]([C:31]2[CH:30]=[CH:29][CH:28]=[C:27]3[C:32]=2[CH:33]=[CH:34][C:25]([CH3:24])=[N:26]3)[CH2:36][CH2:37]1. The catalyst class is: 514.